From a dataset of Cav3 T-type calcium channel HTS with 100,875 compounds. Binary Classification. Given a drug SMILES string, predict its activity (active/inactive) in a high-throughput screening assay against a specified biological target. (1) The result is 0 (inactive). The drug is Clc1c(cc(F)c(F)c1)C(OCC(=O)NCC(OC)=O)=O. (2) The molecule is [nH]1nc(nc1c1ncccc1)c1ncccc1. The result is 0 (inactive). (3) The compound is S(c1ccc(c2nc3n(c2Nc2cc4OCOc4cc2)ccnc3)cc1)C. The result is 1 (active). (4) The compound is s1cc(C2c3c(NC(=O)C2)cc2OCCOc2c3)cc1. The result is 0 (inactive).